Dataset: Reaction yield outcomes from USPTO patents with 853,638 reactions. Task: Predict the reaction yield, written as a fraction of the theoretical maximum amount of product (1.0 means a 100% yield; for example, 0.34 means a 34% yield). (1) The reactants are [Cl-].[Ca+2].[Cl-].[BH4-].[Na+].O1CCCC1.[O:11]=[C:12]([NH:21][C@@H:22]1[CH2:27][CH2:26][CH2:25][CH2:24][C@@H:23]1[C:28]([N:30]1[C@@H:42]2[C@@H:33]([C@H:34]([C:43]3[CH:48]=[CH:47][CH:46]=[CH:45][CH:44]=3)[NH:35][C:36]3[CH:37]=[CH:38][CH:39]=[CH:40][C:41]=32)[CH2:32][CH2:31]1)=[O:29])[CH2:13][CH2:14][CH2:15][CH2:16][C:17](OC)=[O:18]. The catalyst is O.C(O)C. The product is [OH:18][CH2:17][CH2:16][CH2:15][CH2:14][CH2:13][C:12]([NH:21][C@@H:22]1[CH2:27][CH2:26][CH2:25][CH2:24][C@@H:23]1[C:28]([N:30]1[C@@H:42]2[C@@H:33]([C@H:34]([C:43]3[CH:48]=[CH:47][CH:46]=[CH:45][CH:44]=3)[NH:35][C:36]3[CH:37]=[CH:38][CH:39]=[CH:40][C:41]=32)[CH2:32][CH2:31]1)=[O:29])=[O:11]. The yield is 0.920. (2) The reactants are C(N(CC)CC)C.[CH3:8][O:9][C:10]1[CH:19]=[C:18]2[C:13]([CH:14]=[CH:15][CH:16]=[C:17]2[O:20][CH2:21][CH:22]2[CH2:27][CH2:26][NH:25][CH2:24][CH2:23]2)=[CH:12][CH:11]=1.Cl[CH2:29][C:30]([C:32]1[CH:33]=[CH:34][C:35]2[O:40][CH2:39][C:38](=[O:41])[NH:37][C:36]=2[CH:42]=1)=[O:31]. The catalyst is C1COCC1. The product is [CH3:8][O:9][C:10]1[CH:19]=[C:18]2[C:13]([CH:14]=[CH:15][CH:16]=[C:17]2[O:20][CH2:21][CH:22]2[CH2:27][CH2:26][N:25]([CH2:29][C:30]([C:32]3[CH:33]=[CH:34][C:35]4[O:40][CH2:39][C:38](=[O:41])[NH:37][C:36]=4[CH:42]=3)=[O:31])[CH2:24][CH2:23]2)=[CH:12][CH:11]=1. The yield is 0.520. (3) The reactants are [CH3:1][O:2][CH2:3][CH2:4][O:5][CH2:6][CH2:7][O:8][C:9]1[CH:10]=[C:11]([CH:15]=[CH:16]C(O)=O)[CH:12]=[CH:13][CH:14]=1.S(Cl)(Cl)=O.C[N:25](C)[CH:26]=[O:27].[N-]=[N+]=[N-].[Na+]. The catalyst is O.O1CCOCC1. The product is [CH3:1][O:2][CH2:3][CH2:4][O:5][CH2:6][CH2:7][O:8][C:9]1[CH:10]=[C:11]2[C:12](=[CH:13][CH:14]=1)[C:26](=[O:27])[NH:25][CH:16]=[CH:15]2. The yield is 0.320. (4) The reactants are [CH2:1]([O:8][C:9]1[CH:10]=[C:11]2[C:16](=[CH:17][CH:18]=1)[C:15](=O)[N:14]([CH2:20][CH:21]([CH3:23])[CH3:22])[C:13]([C:24]([O:26]C)=[O:25])=[C:12]2[C:28]1[CH:33]=[CH:32][C:31]([CH3:34])=[CH:30][CH:29]=1)[C:2]1[CH:7]=[CH:6][CH:5]=[CH:4][CH:3]=1.O.[OH-].[Li+].O.Cl. The catalyst is CO. The product is [CH2:1]([O:8][C:9]1[CH:10]=[C:11]2[C:16](=[CH:17][CH:18]=1)[CH2:15][N:14]([CH2:20][CH:21]([CH3:23])[CH3:22])[C:13]([C:24]([OH:26])=[O:25])=[C:12]2[C:28]1[CH:29]=[CH:30][C:31]([CH3:34])=[CH:32][CH:33]=1)[C:2]1[CH:3]=[CH:4][CH:5]=[CH:6][CH:7]=1. The yield is 0.873. (5) The reactants are [CH2:1]([N:8]1[CH:12]=[CH:11][C:10]([C:13]#[N:14])=[C:9]1[C:15]([N:17]([CH2:19][C:20]([O:22][CH3:23])=[O:21])[CH3:18])=[O:16])[C:2]1[CH:7]=[CH:6][CH:5]=[CH:4][CH:3]=1.[H-].[Na+]. The catalyst is O1CCCC1. The product is [CH2:1]([N:8]1[C:9]2[C:15](=[O:16])[N:17]([CH3:18])[CH:19]([C:20]([O:22][CH3:23])=[O:21])[C:13](=[NH:14])[C:10]=2[CH:11]=[CH:12]1)[C:2]1[CH:3]=[CH:4][CH:5]=[CH:6][CH:7]=1. The yield is 0.980. (6) The reactants are C[C:2]1[C:11]([C:12]([N:14]2[CH2:19][CH2:18][O:17][CH2:16][CH2:15]2)=[O:13])=[CH:10][CH:9]=[CH:8][C:3]=1[C:4]([O:6]C)=[O:5].[Li+].[OH-]. The catalyst is CO.O. The product is [N:14]1([C:12]([C:11]2[CH:2]=[C:3]([CH:8]=[CH:9][CH:10]=2)[C:4]([OH:6])=[O:5])=[O:13])[CH2:15][CH2:16][O:17][CH2:18][CH2:19]1. The yield is 0.960. (7) The reactants are [Br:1][C:2]1[CH:7]=[CH:6][C:5]([C:8]([C:10]2[CH:15]=[CH:14][C:13]([OH:16])=[CH:12][CH:11]=2)=O)=[CH:4][CH:3]=1.[C:17]1(=O)[CH2:22][CH2:21][CH2:20][CH2:19][CH2:18]1. The catalyst is O1CCCC1.[Zn].Cl[Ti](Cl)(Cl)Cl. The product is [Br:1][C:2]1[CH:7]=[CH:6][C:5]([C:8](=[C:17]2[CH2:22][CH2:21][CH2:20][CH2:19][CH2:18]2)[C:10]2[CH:15]=[CH:14][C:13]([OH:16])=[CH:12][CH:11]=2)=[CH:4][CH:3]=1. The yield is 0.950. (8) The reactants are [CH3:1][N:2]1[C:10](OS(C(F)(F)F)(=O)=O)=[C:9]2[C:4]([CH2:5][N:6]([C:19]([O:21][C:22]([CH3:25])([CH3:24])[CH3:23])=[O:20])[CH2:7][CH2:8]2)=[N:3]1.[N:26]1[CH:31]=[CH:30][CH:29]=[CH:28][C:27]=1B1OC(C)(C)C(C)(C)O1.C(=O)([O-])[O-].[Cs+].[Cs+]. The catalyst is CN(C=O)C.[Cu](Cl)Cl.C([O-])(=O)C.[Pd+2].C([O-])(=O)C.C1(P(C2C=CC=CC=2)[C-]2C=CC=C2)C=CC=CC=1.[C-]1(P(C2C=CC=CC=2)C2C=CC=CC=2)C=CC=C1.[Fe+2]. The product is [CH3:1][N:2]1[C:10]([C:27]2[CH:28]=[CH:29][CH:30]=[CH:31][N:26]=2)=[C:9]2[C:4]([CH2:5][N:6]([C:19]([O:21][C:22]([CH3:25])([CH3:24])[CH3:23])=[O:20])[CH2:7][CH2:8]2)=[N:3]1. The yield is 0.170. (9) The reactants are [Br:1][C:2]1[CH:3]=[C:4]([NH2:9])[C:5]([CH3:8])=[N:6][CH:7]=1.[F:10][C:11]1[CH:16]=[C:15]([F:17])[CH:14]=[CH:13][C:12]=1[S:18](Cl)(=[O:20])=[O:19].O. The catalyst is N1C=CC=CC=1. The product is [Br:1][C:2]1[CH:3]=[C:4]([NH:9][S:18]([C:12]2[CH:13]=[CH:14][C:15]([F:17])=[CH:16][C:11]=2[F:10])(=[O:20])=[O:19])[C:5]([CH3:8])=[N:6][CH:7]=1. The yield is 0.820.